This data is from Catalyst prediction with 721,799 reactions and 888 catalyst types from USPTO. The task is: Predict which catalyst facilitates the given reaction. (1) Reactant: [C:1]([C:3]1[CH:4]=[C:5]2[C:10](=[C:11]([OH:13])[CH:12]=1)[O:9][C:8]([CH3:15])([CH3:14])[CH2:7][C:6]2([CH3:17])[CH3:16])#[CH:2].[CH3:18][O:19][C:20](=[O:48])[CH:21]([C:23]1[CH:28]=[CH:27][C:26](C#CC2C=C(C3CC3)C3OC4(CC4)CC(C)(C)C=3C=2)=[CH:25][CH:24]=1)[CH3:22].C(N(CC)CC)C.C(OCC)(=O)C. Product: [CH3:18][O:19][C:20](=[O:48])[CH:21]([C:23]1[CH:24]=[CH:25][C:26]([C:2]#[C:1][C:3]2[CH:4]=[C:5]3[C:10](=[C:11]([OH:13])[CH:12]=2)[O:9][C:8]([CH3:15])([CH3:14])[CH2:7][C:6]3([CH3:17])[CH3:16])=[CH:27][CH:28]=1)[CH3:22]. The catalyst class is: 730. (2) Reactant: [NH2:1][C@@:2]1([C:14]([F:18])([F:17])[CH2:15][OH:16])[C:10]2[C:5](=[CH:6][CH:7]=[C:8]([N+:11]([O-:13])=[O:12])[CH:9]=2)[CH2:4][CH2:3]1.C([O-])(=O)C.[Na+].[N:24]#[C:25]Br.CCCCCC. Product: [F:18][C:14]([C@:2]1([NH:1][C:25]#[N:24])[C:10]2[C:5](=[CH:6][CH:7]=[C:8]([N+:11]([O-:13])=[O:12])[CH:9]=2)[CH2:4][CH2:3]1)([F:17])[CH2:15][OH:16]. The catalyst class is: 162. (3) Reactant: [N+:1]([C:4]1[CH:9]=[CH:8][CH:7]=[C:6]([C:10]2[CH:11]=[N:12][CH:13]=[CH:14][CH:15]=2)[C:5]=1[NH2:16])([O-])=O. Product: [N:12]1[CH:13]=[CH:14][CH:15]=[C:10]([C:6]2[CH:7]=[CH:8][CH:9]=[C:4]([NH2:1])[C:5]=2[NH2:16])[CH:11]=1. The catalyst class is: 5. (4) Reactant: [Br:1][C:2]1[CH:3]=[C:4]([CH:9]([CH3:13])[C:10]([OH:12])=O)[CH:5]=[C:6]([Cl:8])[CH:7]=1.[CH3:14][C:15]1[CH:20]=[C:19]([C:21]2[CH:26]=[CH:25][C:24]([NH2:27])=[CH:23][CH:22]=2)[CH:18]=[CH:17][N:16]=1.CN(C(ON1N=NC2C=CC=CC1=2)=[N+](C)C)C.[B-](F)(F)(F)F. Product: [Br:1][C:2]1[CH:3]=[C:4]([CH:9]([CH3:13])[C:10]([NH:27][C:24]2[CH:23]=[CH:22][C:21]([C:19]3[CH:18]=[CH:17][N:16]=[C:15]([CH3:14])[CH:20]=3)=[CH:26][CH:25]=2)=[O:12])[CH:5]=[C:6]([Cl:8])[CH:7]=1. The catalyst class is: 18. (5) Reactant: [CH2:1]([N:5]([CH2:16][C:17]1[NH:21][C:20]2[CH:22]=[CH:23][CH:24]=[CH:25][C:19]=2[N:18]=1)[C:6](=[O:15])[C:7]1[CH:12]=[CH:11][CH:10]=[C:9]([F:13])[C:8]=1[F:14])[CH2:2][CH2:3][CH3:4].[H-].[Na+].[Cl:28][CH2:29][CH:30]=[CH:31][CH2:32]Cl. Product: [F:14][C:8]1[C:9]([F:13])=[CH:10][CH:11]=[CH:12][C:7]=1[C:6]([N:5]([CH2:1][CH2:2][CH2:3][CH3:4])[CH:16]([CH2:32][CH:31]=[CH:30][CH2:29][Cl:28])[C:17]1[NH:18][C:19]2[CH:25]=[CH:24][CH:23]=[CH:22][C:20]=2[N:21]=1)=[O:15]. The catalyst class is: 566. (6) Reactant: [Cl-].[Li+].Br[C:4]1[CH:11]=[CH:10][C:7]([CH2:8][OH:9])=[C:6]([Cl:12])[CH:5]=1.[C:13]1([Sn](CCCC)(CCCC)CCCC)[CH:18]=[CH:17][CH:16]=[CH:15][CH:14]=1.O. Product: [Cl:12][C:6]1[CH:5]=[C:4]([C:13]2[CH:18]=[CH:17][CH:16]=[CH:15][CH:14]=2)[CH:11]=[CH:10][C:7]=1[CH2:8][OH:9]. The catalyst class is: 12.